Dataset: Reaction yield outcomes from USPTO patents with 853,638 reactions. Task: Predict the reaction yield, written as a fraction of the theoretical maximum amount of product (1.0 means a 100% yield; for example, 0.34 means a 34% yield). (1) The reactants are C(OC(=O)[NH:7][CH:8]([CH2:13][C:14]1[CH:19]=[CH:18][C:17]([N+:20]([O-:22])=[O:21])=[CH:16][CH:15]=1)[C:9](=O)[CH2:10][Br:11])(C)(C)C.[C:24](=[S:32])([NH2:31])[C:25]1[CH:30]=[CH:29][CH:28]=[CH:27][CH:26]=1.C(OCC)C. The catalyst is CC#N. The product is [BrH:11].[N+:20]([C:17]1[CH:16]=[CH:15][C:14]([CH2:13][C@@H:8]([C:9]2[N:31]=[C:24]([C:25]3[CH:30]=[CH:29][CH:28]=[CH:27][CH:26]=3)[S:32][CH:10]=2)[NH2:7])=[CH:19][CH:18]=1)([O-:22])=[O:21]. The yield is 0.630. (2) The catalyst is O1CCOCC1.O.C(O)C. The product is [C:20]([N:5]1[CH2:10][CH2:9][S:8][CH:7]([CH2:29][C:33]([OH:28])=[O:32])[CH2:6]1)([O:22][C:23]([CH3:24])([CH3:25])[CH3:26])=[O:21]. The reactants are B.CSC.[NH:5]1[CH2:10][CH2:9][S:8][CH2:7][C:6]1=O.[C:23]([O:22][C:20](O[C:20]([O:22][C:23]([CH3:26])([CH3:25])[CH3:24])=[O:21])=[O:21])([CH3:26])([CH3:25])[CH3:24].[Li+].[OH-:28].[CH2:29]1[CH2:33][O:32]CC1. The yield is 0.810. (3) The reactants are [Cl:1][C:2]1[CH:3]=[C:4]([C:8]2[CH:9]=[CH:10][CH:11]=[C:12]([CH:19]=2)C(N(OC)C)=O)[CH:5]=[CH:6][CH:7]=1.C[Li].[Cl-].[NH4+:23].C([O:27][CH2:28][CH3:29])(=O)C. The catalyst is C1COCC1.CCOCC. The product is [NH2:23][C:11]1[CH:10]=[CH:9][C:8]([C:4]2[CH:5]=[CH:6][CH:7]=[C:2]([Cl:1])[CH:3]=2)=[CH:19][C:12]=1[C:28](=[O:27])[CH3:29]. The yield is 0.470.